The task is: Predict the product of the given reaction.. This data is from Forward reaction prediction with 1.9M reactions from USPTO patents (1976-2016). (1) Given the reactants [CH2:1]([N:8]1[C:16]2[C:11](=[CH:12][CH:13]=[C:14]([C:17](O)=[O:18])[CH:15]=2)[C:10]([C:20](=[O:31])[NH:21][CH2:22][C:23]2[CH:28]=[CH:27][C:26]([F:29])=[C:25]([F:30])[CH:24]=2)=[C:9]1[CH:32]([CH3:34])[CH3:33])[C:2]1[CH:7]=[CH:6][CH:5]=[CH:4][CH:3]=1.C(Cl)CCl.[NH2:39][NH2:40], predict the reaction product. The product is: [CH2:1]([N:8]1[C:16]2[C:11](=[CH:12][CH:13]=[C:14]([C:17]([NH:39][NH2:40])=[O:18])[CH:15]=2)[C:10]([C:20]([NH:21][CH2:22][C:23]2[CH:28]=[CH:27][C:26]([F:29])=[C:25]([F:30])[CH:24]=2)=[O:31])=[C:9]1[CH:32]([CH3:34])[CH3:33])[C:2]1[CH:7]=[CH:6][CH:5]=[CH:4][CH:3]=1. (2) The product is: [Cl:20][C:21]1[CH:26]=[CH:25][C:24]([O:27][CH2:2][C:3]([N:5]2[CH2:10][CH2:9][N:8]([CH2:11][C:12]3[CH:17]=[CH:16][C:15]([F:18])=[CH:14][CH:13]=3)[CH2:7][C@H:6]2[CH3:19])=[O:4])=[C:23]([N+:28]([O-:30])=[O:29])[CH:22]=1. Given the reactants Cl[CH2:2][C:3]([N:5]1[CH2:10][CH2:9][N:8]([CH2:11][C:12]2[CH:17]=[CH:16][C:15]([F:18])=[CH:14][CH:13]=2)[CH2:7][C@H:6]1[CH3:19])=[O:4].[Cl:20][C:21]1[CH:26]=[CH:25][C:24]([OH:27])=[C:23]([N+:28]([O-:30])=[O:29])[CH:22]=1.C(=O)([O-])[O-].[K+].[K+].[I-].[K+], predict the reaction product. (3) Given the reactants [NH2:1][C@@H:2]1[C:16](=[O:17])[N:15]2[CH2:18][C@H:19]([O:21][C:22]3[C:23]4[O:40][C:39]5[CH:41]=[CH:42][CH:43]=[CH:44][C:38]=5[C:24]=4[N:25]=[C:26]([C:28]4[CH:33]=[CH:32][C:31]([C:34]([F:37])([F:36])[F:35])=[CH:30][CH:29]=4)[N:27]=3)[CH2:20][C@H:14]2[C:13](=[O:45])[NH:12][C@:11]2([C:47]([NH:49][S:50]([CH:53]3[CH2:55][CH2:54]3)(=[O:52])=[O:51])=[O:48])[CH2:46][C@H:10]2[CH:9]=[CH:8][CH2:7][CH2:6][CH2:5][CH2:4][CH2:3]1.C(N(CC)CC)C.[N:63]1([C:68](N2C=CN=C2)=[S:69])C=CN=C1.N.CO, predict the reaction product. The product is: [CH:53]1([S:50]([NH:49][C:47]([C@@:11]23[CH2:46][C@H:10]2[CH:9]=[CH:8][CH2:7][CH2:6][CH2:5][CH2:4][CH2:3][C@H:2]([NH:1][C:68]([NH2:63])=[S:69])[C:16](=[O:17])[N:15]2[CH2:18][C@H:19]([O:21][C:22]4[C:23]5[O:40][C:39]6[CH:41]=[CH:42][CH:43]=[CH:44][C:38]=6[C:24]=5[N:25]=[C:26]([C:28]5[CH:29]=[CH:30][C:31]([C:34]([F:36])([F:37])[F:35])=[CH:32][CH:33]=5)[N:27]=4)[CH2:20][C@H:14]2[C:13](=[O:45])[NH:12]3)=[O:48])(=[O:51])=[O:52])[CH2:55][CH2:54]1. (4) The product is: [Cl:22][C:8]1[N:7]=[C:6]([NH:10][CH:11]2[CH2:13][CH2:12]2)[N:5]=[C:4]([C:14]2[CH:15]=[N:16][CH:17]=[CH:18][CH:19]=2)[C:3]=1[C:1]#[N:2]. Given the reactants [C:1]([C:3]1[C:8](=O)[NH:7][C:6]([NH:10][CH:11]2[CH2:13][CH2:12]2)=[N:5][C:4]=1[C:14]1[CH:15]=[N:16][CH:17]=[CH:18][CH:19]=1)#[N:2].O=P(Cl)(Cl)[Cl:22], predict the reaction product.